Predict the reactants needed to synthesize the given product. From a dataset of Full USPTO retrosynthesis dataset with 1.9M reactions from patents (1976-2016). Given the product [F:34][C:11]1[CH:12]=[C:13]([O:17][C@H:18]2[CH2:22][CH2:21][CH2:20][C@@H:19]2[C:23]2[CH:24]=[N:25][NH:26][CH:27]=2)[C:14]([CH3:16])=[CH:15][C:10]=1[S:7]([NH:6][C:35]1[CH:40]=[CH:39][N:38]=[CH:37][N:36]=1)(=[O:8])=[O:9], predict the reactants needed to synthesize it. The reactants are: COC1C=C(OC)C=CC=1C[N:6]([C:35]1[CH:40]=[CH:39][N:38]=[CH:37][N:36]=1)[S:7]([C:10]1[CH:15]=[C:14]([CH3:16])[C:13]([O:17][C@H:18]2[CH2:22][CH2:21][CH2:20][C@@H:19]2[C:23]2[CH:24]=[N:25][N:26](C3CCCCO3)[CH:27]=2)=[CH:12][C:11]=1[F:34])(=[O:9])=[O:8].C([SiH](CC)CC)C.FC(F)(F)C(O)=O.ClCCl.